This data is from Reaction yield outcomes from USPTO patents with 853,638 reactions. The task is: Predict the reaction yield, written as a fraction of the theoretical maximum amount of product (1.0 means a 100% yield; for example, 0.34 means a 34% yield). (1) The reactants are [CH3:1][N:2]1[C@@H:19]2[CH2:20][C:7]3[CH:8]=[CH:9][C:10]([O:21][CH3:22])=[C:11]4[O:12][C@H:13]5[C:14]([CH2:16][CH2:17][C@@H:18]2[C@:5]5([C:6]=34)[CH2:4][CH2:3]1)=[O:15].[Li]N([Si](C)(C)C)[Si](C)(C)C.[O:33]1CCCC1. No catalyst specified. The product is [C:11]([O-:33])(=[O:12])[C:6]1[CH:7]=[CH:20][CH:19]=[CH:18][CH:5]=1.[CH3:1][N:2]1[C@@H:19]2[CH2:20][C:7]3[CH:8]=[CH:9][C:10]([O:21][CH3:22])=[C:11]4[O:12][C@H:13]5[C:14]([CH2:16][CH2:17][C@@H:18]2[C@:5]5([C:6]=34)[CH2:4][CH2:3]1)=[O:15]. The yield is 0.420. (2) The reactants are C([NH:5][S:6]([C:9]1[CH:14]=[CH:13][C:12]([C:15]2[C:16]3[C:17]4[CH:30]=[CH:29][S:28][C:18]=4[C:19](=[O:27])[NH:20][C:21]=3[CH:22]=[CH:23][C:24]=2[O:25]C)=[CH:11][CH:10]=1)(=[O:8])=[O:7])(C)(C)C.BrB(Br)Br. No catalyst specified. The product is [OH:25][C:24]1[CH:23]=[CH:22][C:21]2[NH:20][C:19](=[O:27])[C:18]3[S:28][CH:29]=[CH:30][C:17]=3[C:16]=2[C:15]=1[C:12]1[CH:11]=[CH:10][C:9]([S:6]([NH2:5])(=[O:8])=[O:7])=[CH:14][CH:13]=1. The yield is 0.940. (3) The reactants are FC1C=CC(CNC)=CC=1.[CH3:11][NH:12][CH2:13][CH2:14][CH2:15][C:16]1[CH:21]=[CH:20][CH:19]=[CH:18][CH:17]=1.[F:22][C:23]1[CH:45]=[CH:44][C:26]([CH2:27][NH:28][C:29]([C:31]2[S:35][C:34]([C:36]3[CH:41]=[N:40][CH:39]=[C:38](I)[N:37]=3)=[N:33][C:32]=2[CH3:43])=[O:30])=[CH:25][CH:24]=1. No catalyst specified. The product is [F:22][C:23]1[CH:45]=[CH:44][C:26]([CH2:27][NH:28][C:29]([C:31]2[S:35][C:34]([C:36]3[CH:41]=[N:40][CH:39]=[C:38]([N:12]([CH3:11])[CH2:13][CH2:14][CH2:15][C:16]4[CH:21]=[CH:20][CH:19]=[CH:18][CH:17]=4)[N:37]=3)=[N:33][C:32]=2[CH3:43])=[O:30])=[CH:25][CH:24]=1. The yield is 0.700. (4) The reactants are [F:1][C:2]1[CH:3]=[C:4]([CH:8](O)[CH:9]([CH2:13][C:14]2[CH:19]=[CH:18][C:17]([C:20]([F:23])([F:22])[F:21])=[CH:16][CH:15]=2)C(O)=O)[CH:5]=[CH:6][CH:7]=1.C1(P(N=[N+]=[N-])(C2C=CC=CC=2)=[O:32])C=CC=CC=1.C([N:44]([CH2:47]C)CC)C.[OH2:49]. The catalyst is O1CCCC1. The product is [F:1][C:2]1[CH:3]=[C:4]([CH:8]2[O:49][C:47](=[O:32])[NH:44][CH:9]2[CH2:13][C:14]2[CH:15]=[CH:16][C:17]([C:20]([F:21])([F:22])[F:23])=[CH:18][CH:19]=2)[CH:5]=[CH:6][CH:7]=1. The yield is 0.900. (5) The catalyst is CO. The reactants are [C:1](=O)([O-])[O-].[Na+].[Na+].CO[C:9]1[CH:14]=[CH:13][C:12]([C:15]2[N:20]=[C:19]([C:21]#[N:22])[CH:18]=[CH:17][CH:16]=2)=[CH:11][C:10]=1[CH:23]1[C:36]2[C:35](=[O:37])[CH2:34][C:33]([CH3:39])([CH3:38])[CH2:32][C:31]=2[O:30][C:29]2[CH2:28][C:27]([CH3:41])([CH3:40])[CH2:26][C:25](=[O:42])[C:24]1=2.Cl.[NH2:44][OH:45].[OH2:46]. The yield is 0.980. The product is [OH:45][N:44]=[C:21]([C:19]1[CH:18]=[CH:17][CH:16]=[C:15]([C:12]2[CH:13]=[CH:14][C:9]([O:46][CH3:1])=[C:10]([CH:23]3[C:24]4[C:25](=[O:42])[CH2:26][C:27]([CH3:41])([CH3:40])[CH2:28][C:29]=4[O:30][C:31]4[CH2:32][C:33]([CH3:39])([CH3:38])[CH2:34][C:35](=[O:37])[C:36]3=4)[CH:11]=2)[N:20]=1)[NH2:22].